This data is from Full USPTO retrosynthesis dataset with 1.9M reactions from patents (1976-2016). The task is: Predict the reactants needed to synthesize the given product. (1) Given the product [ClH:13].[CH2:1]([O:4][C:5]1[CH:10]=[CH:9][N:8]=[C:7]([S:11][CH2:14][C:15]2[NH:19][C:18]3[CH:20]=[CH:21][CH:22]=[CH:23][C:17]=3[N:16]=2)[C:6]=1[CH3:12])[CH2:2][CH3:3], predict the reactants needed to synthesize it. The reactants are: [CH2:1]([O:4][C:5]1[CH:10]=[CH:9][NH:8][C:7](=[S:11])[C:6]=1[CH3:12])[CH2:2][CH3:3].[Cl:13][CH2:14][C:15]1[NH:16][C:17]2[CH:23]=[CH:22][CH:21]=[CH:20][C:18]=2[N:19]=1.[OH-].[Na+]. (2) Given the product [N:20]1[CH:25]=[CH:24][CH:23]=[C:22]([CH2:26][NH:27][C:17]([C:14]2[CH:15]=[C:16]3[C:11](=[CH:12][CH:13]=2)[NH:10][N:9]=[C:8]3[C:5]2[CH:4]=[CH:3][C:2]([F:1])=[CH:7][CH:6]=2)=[O:19])[CH:21]=1, predict the reactants needed to synthesize it. The reactants are: [F:1][C:2]1[CH:7]=[CH:6][C:5]([C:8]2[C:16]3[C:11](=[CH:12][CH:13]=[C:14]([C:17]([OH:19])=O)[CH:15]=3)[NH:10][N:9]=2)=[CH:4][CH:3]=1.[N:20]1[CH:25]=[CH:24][CH:23]=[C:22]([CH2:26][NH2:27])[CH:21]=1. (3) Given the product [CH2:1]([N:3]1[CH:7]=[C:6]([C:8]2[CH:13]=[CH:12][N:11]=[C:10]3[NH:14][C:15]([C:17]4[CH2:18][CH2:19][NH:20][CH2:21][CH:22]=4)=[CH:16][C:9]=23)[C:5]([C:30]2[CH:35]=[CH:34][C:33]([NH:36][C:37]([NH:39][C:40]3[CH:41]=[CH:42][CH:43]=[CH:44][CH:45]=3)=[O:38])=[CH:32][CH:31]=2)=[N:4]1)[CH3:2], predict the reactants needed to synthesize it. The reactants are: [CH2:1]([N:3]1[CH:7]=[C:6]([C:8]2[CH:13]=[CH:12][N:11]=[C:10]3[NH:14][C:15]([C:17]4[CH2:18][CH2:19][N:20](C(OC(C)(C)C)=O)[CH2:21][CH:22]=4)=[CH:16][C:9]=23)[C:5]([C:30]2[CH:35]=[CH:34][C:33]([NH:36][C:37]([NH:39][C:40]3[CH:45]=[CH:44][CH:43]=[CH:42][CH:41]=3)=[O:38])=[CH:32][CH:31]=2)=[N:4]1)[CH3:2].Cl. (4) The reactants are: [CH3:1][O:2][C:3]1[CH:8]=[CH:7][C:6](B(O)O)=[C:5]([C:12]([F:15])([F:14])[F:13])[CH:4]=1.Br[C:17]1[CH:40]=[CH:39][C:20]([CH2:21][N:22]2[CH:27]=[C:26]3[N:28]=[C:29]([C:31]4[CH:36]=[CH:35][CH:34]=[C:33]([F:37])[C:32]=4[F:38])[N:30]=[C:25]3[CH:24]=[N:23]2)=[CH:19][CH:18]=1. Given the product [F:38][C:32]1[C:33]([F:37])=[CH:34][CH:35]=[CH:36][C:31]=1[C:29]1[N:30]=[C:25]2[CH:24]=[N:23][N:22]([CH2:21][C:20]3[CH:19]=[CH:18][C:17]([C:6]4[CH:7]=[CH:8][C:3]([O:2][CH3:1])=[CH:4][C:5]=4[C:12]([F:15])([F:14])[F:13])=[CH:40][CH:39]=3)[CH:27]=[C:26]2[N:28]=1, predict the reactants needed to synthesize it. (5) Given the product [NH2:28][C:27]1[CH:26]=[C:25]([CH:31]=[C:30]([O:32][CH3:33])[CH:29]=1)[CH2:24][NH:23][C:16](=[O:17])[O:18][C:19]([CH3:20])([CH3:21])[CH3:22], predict the reactants needed to synthesize it. The reactants are: CCN(CC)CC.[CH3:20][C:19]([O:18][C:16](O[C:16]([O:18][C:19]([CH3:22])([CH3:21])[CH3:20])=[O:17])=[O:17])([CH3:22])[CH3:21].[NH2:23][CH2:24][C:25]1[CH:26]=[C:27]([CH:29]=[C:30]([O:32][CH3:33])[CH:31]=1)[NH2:28]. (6) Given the product [OH:13][CH:12]([CH2:11][CH2:10][CH2:9][CH2:8][CH2:7][CH2:6][CH2:5][CH2:4][CH2:3][CH2:2][CH3:1])[CH2:19][CH:15]=[CH2:16], predict the reactants needed to synthesize it. The reactants are: [CH3:1][CH2:2][CH2:3][CH2:4][CH2:5][CH2:6][CH2:7][CH2:8][CH2:9][CH2:10][CH2:11][CH:12]=[O:13].[Cl-].[CH2:15]1[CH2:19]OC[CH2:16]1. (7) The reactants are: [C:1]([NH:4][C:5]1[CH:10]=[CH:9][CH:8]=[CH:7][C:6]=1[C:11](=[C:25]1[CH2:30][CH2:29][NH:28][CH2:27][CH2:26]1)[C:12]1[CH:24]=[CH:23][C:15]([C:16]([N:18]([CH2:21][CH3:22])[CH2:19][CH3:20])=[O:17])=[CH:14][CH:13]=1)(=[O:3])[CH3:2].[CH:31](=O)[C:32]1[CH:37]=[CH:36][CH:35]=[CH:34][CH:33]=1.C(O)(=O)C.[BH-](OC(C)=O)(OC(C)=O)OC(C)=O.[Na+].C(O)(C(F)(F)F)=O. Given the product [C:1]([NH:4][C:5]1[CH:10]=[CH:9][CH:8]=[CH:7][C:6]=1[C:11](=[C:25]1[CH2:30][CH2:29][N:28]([CH2:31][C:32]2[CH:37]=[CH:36][CH:35]=[CH:34][CH:33]=2)[CH2:27][CH2:26]1)[C:12]1[CH:24]=[CH:23][C:15]([C:16]([N:18]([CH2:19][CH3:20])[CH2:21][CH3:22])=[O:17])=[CH:14][CH:13]=1)(=[O:3])[CH3:2], predict the reactants needed to synthesize it. (8) Given the product [C:13]1([CH:2]([C:3]([O:5][CH2:6][CH3:7])=[O:4])[C:1]([O:9][CH2:10][CH3:11])=[O:8])[CH:18]=[CH:17][CH:16]=[CH:15][CH:14]=1, predict the reactants needed to synthesize it. The reactants are: [C:1]([O:9][CH2:10][CH3:11])(=[O:8])[CH2:2][C:3]([O:5][CH2:6][CH3:7])=[O:4].I[C:13]1[CH:18]=[CH:17][CH:16]=[CH:15][CH:14]=1.